From a dataset of Full USPTO retrosynthesis dataset with 1.9M reactions from patents (1976-2016). Predict the reactants needed to synthesize the given product. (1) Given the product [F:31][CH:2]([F:1])[N:3]1[N:19]=[CH:18][C:17]2[NH:16][C:15](=[O:20])[C@H:14]([CH3:21])[CH2:13][CH2:12][CH2:11][C@@H:10]([NH:22][C:23](=[O:29])[O:24][C:25]([CH3:26])([CH3:27])[CH3:28])[C:9]3[CH:30]=[C:5]([CH:6]=[CH:7][N:8]=3)[C:4]1=2, predict the reactants needed to synthesize it. The reactants are: [F:1][CH:2]([F:31])[N:3]1[N:19]=[CH:18][C:17]2[NH:16][C:15](=[O:20])[C@H:14]([CH3:21])[CH:13]=[CH:12][CH2:11][C@@H:10]([NH:22][C:23](=[O:29])[O:24][C:25]([CH3:28])([CH3:27])[CH3:26])[C:9]3[CH:30]=[C:5]([CH:6]=[CH:7][N:8]=3)[C:4]1=2. (2) Given the product [CH:30]1([CH:28]([OH:29])[C:27]([NH:26][C@@H:24]([CH3:25])[C:23]([N:19]2[CH2:20][CH2:21][CH2:22][C@@H:17]([C:15]([NH:14][C@@H:12]([C:8]3[CH:7]=[CH:6][C:5]4[C:10](=[CH:11][C:2](/[CH:36]=[CH:35]/[C:37]5([C:43]([OH:45])=[O:44])[CH2:42][O:41][CH2:40][O:39][CH2:38]5)=[CH:3][CH:4]=4)[N:9]=3)[CH3:13])=[O:16])[NH:18]2)=[O:34])=[O:33])[CH2:32][CH2:31]1, predict the reactants needed to synthesize it. The reactants are: Br[C:2]1[CH:11]=[C:10]2[C:5]([CH:6]=[CH:7][C:8]([C@H:12]([NH:14][C:15]([C@@H:17]3[CH2:22][CH2:21][CH2:20][N:19]([C:23](=[O:34])[C@@H:24]([NH:26][C:27](=[O:33])[CH:28]([CH:30]4[CH2:32][CH2:31]4)[OH:29])[CH3:25])[NH:18]3)=[O:16])[CH3:13])=[N:9]2)=[CH:4][CH:3]=1.[CH:35]([C:37]1([C:43]([OH:45])=[O:44])[CH2:42][O:41][CH2:40][O:39][CH2:38]1)=[CH2:36].C(N(CC)CC)C.C1(C)C=CC=CC=1P(C1C=CC=CC=1C)C1C=CC=CC=1C. (3) Given the product [Br:1][C:2]1[CH:7]=[CH:6][CH:5]=[C:4]([CH2:8][CH2:9][C:10]([F:13])=[CH2:11])[CH:3]=1, predict the reactants needed to synthesize it. The reactants are: [Br:1][C:2]1[CH:7]=[CH:6][CH:5]=[C:4]([CH2:8][CH2:9][CH:10]([F:13])[CH2:11]I)[CH:3]=1.C1CCN2C(=NCCC2)CC1.CCOC(C)=O.